This data is from Full USPTO retrosynthesis dataset with 1.9M reactions from patents (1976-2016). The task is: Predict the reactants needed to synthesize the given product. (1) Given the product [Cl:1][C:2]1[CH:3]=[C:4]([CH:31]=[CH:32][C:33]=1[O:34][CH3:35])[CH2:5][NH:6][C:7]1[C:12]([C:13]([NH:15][CH2:16][CH2:17][N:18]2[CH2:19][CH2:20][N:21]([CH3:36])[CH2:22][CH2:23]2)=[O:14])=[CH:11][N:10]=[C:9]([N:24]2[CH2:30][CH2:29][C:26]3([CH2:27][CH2:28]3)[CH2:25]2)[N:8]=1, predict the reactants needed to synthesize it. The reactants are: [Cl:1][C:2]1[CH:3]=[C:4]([CH:31]=[CH:32][C:33]=1[O:34][CH3:35])[CH2:5][NH:6][C:7]1[C:12]([C:13]([NH:15][CH2:16][CH2:17][N:18]2[CH2:23][CH2:22][NH:21][CH2:20][CH2:19]2)=[O:14])=[CH:11][N:10]=[C:9]([N:24]2[CH2:30][CH2:29][C:26]3([CH2:28][CH2:27]3)[CH2:25]2)[N:8]=1.[CH2:36]=O.[BH4-].[Na+]. (2) Given the product [CH2:1]([O:3][C:4]([C:6]1[C:7]([NH:24][CH2:22][CH2:20][CH3:21])=[N:8][C:9]([S:12][CH3:13])=[N:10][CH:11]=1)=[O:5])[CH3:2], predict the reactants needed to synthesize it. The reactants are: [CH2:1]([O:3][C:4]([C:6]1[C:7](Cl)=[N:8][C:9]([S:12][CH3:13])=[N:10][CH:11]=1)=[O:5])[CH3:2].Cl.C(O[CH2:20][CH3:21])(=O)C.[CH2:22]([N:24](CC)CC)C.